Dataset: Full USPTO retrosynthesis dataset with 1.9M reactions from patents (1976-2016). Task: Predict the reactants needed to synthesize the given product. (1) Given the product [CH3:1][O:2][CH2:3][C@H:4]1[CH2:9][CH2:8][C@H:7]([O:10][C:20]2[CH:21]=[CH:22][CH:23]=[C:16]([N+:13]([O-:15])=[O:14])[C:17]=2[C:18]#[N:19])[CH2:6][CH2:5]1, predict the reactants needed to synthesize it. The reactants are: [CH3:1][O:2][CH2:3][C@H:4]1[CH2:9][CH2:8][C@H:7]([OH:10])[CH2:6][CH2:5]1.[H-].[Na+].[N+:13]([C:16]1[CH:23]=[CH:22][CH:21]=[C:20]([N+]([O-])=O)[C:17]=1[C:18]#[N:19])([O-:15])=[O:14].O. (2) Given the product [C:4]([C:3]1[C:2]([CH3:1])=[N:10][CH:9]=[CH:8][CH:7]=1)#[N:6], predict the reactants needed to synthesize it. The reactants are: [CH3:1][C:2]1[N:10]=[CH:9][CH:8]=[CH:7][C:3]=1[C:4]([NH2:6])=O.C(N(CC)CC)C.FC(F)(F)C(OC(=O)C(F)(F)F)=O.O. (3) Given the product [C:1]1([C:7]23[CH2:16][CH:11]4[CH2:12][CH:13]([CH2:15][C:9]([NH2:17])([CH2:10]4)[CH2:8]2)[CH2:14]3)[CH:2]=[CH:3][CH:4]=[CH:5][CH:6]=1, predict the reactants needed to synthesize it. The reactants are: [C:1]1([C:7]23[CH2:16][CH:11]4[CH2:12][CH:13]([CH2:15][C:9]([NH:17]C(=O)OCC5C=CC=CC=5)([CH2:10]4)[CH2:8]2)[CH2:14]3)[CH:6]=[CH:5][CH:4]=[CH:3][CH:2]=1.C(O)(=O)C. (4) Given the product [Br:53][C:54]1[CH:55]=[C:56]2[C:60](=[CH:61][CH:62]=1)[C:59](=[O:58])[N:22]([C:21]1[C:15]3[C:16](=[N:17][CH:18]=[C:13]([C:10]4[CH:9]=[CH:8][C:7]([S:4]([CH:1]([CH3:3])[CH3:2])(=[O:6])=[O:5])=[CH:12][CH:11]=4)[N:14]=3)[N:19]([C:23]([C:36]3[CH:41]=[CH:40][CH:39]=[CH:38][CH:37]=3)([C:30]3[CH:31]=[CH:32][CH:33]=[CH:34][CH:35]=3)[C:24]3[CH:29]=[CH:28][CH:27]=[CH:26][CH:25]=3)[CH:20]=1)[CH2:57]2, predict the reactants needed to synthesize it. The reactants are: [CH:1]([S:4]([C:7]1[CH:12]=[CH:11][C:10]([C:13]2[N:14]=[C:15]3[C:21]([NH2:22])=[CH:20][N:19]([C:23]([C:36]4[CH:41]=[CH:40][CH:39]=[CH:38][CH:37]=4)([C:30]4[CH:35]=[CH:34][CH:33]=[CH:32][CH:31]=4)[C:24]4[CH:29]=[CH:28][CH:27]=[CH:26][CH:25]=4)[C:16]3=[N:17][CH:18]=2)=[CH:9][CH:8]=1)(=[O:6])=[O:5])([CH3:3])[CH3:2].C[Al](C)C.CCCCCCC.[Br:53][C:54]1[CH:55]=[C:56]2[C:60](=[CH:61][CH:62]=1)[C:59](=O)[O:58][CH2:57]2.C1C=CC(P(C2C=CC=CC=2)C2C=CC=CC=2)=CC=1.CCOC(/N=N/C(OCC)=O)=O. (5) Given the product [CH3:33][O:32][C:29]1[CH:30]=[CH:31][C:26]([CH:24]=[O:25])=[C:27]([B:10]2[O:11][C:12]([CH3:17])([CH3:18])[C:13]([CH3:15])([CH3:16])[O:14]2)[CH:28]=1, predict the reactants needed to synthesize it. The reactants are: [B:10]1([B:10]2[O:14][C:13]([CH3:16])([CH3:15])[C:12]([CH3:18])([CH3:17])[O:11]2)[O:14][C:13]([CH3:16])([CH3:15])[C:12]([CH3:18])([CH3:17])[O:11]1.CC([O-])=O.[K+].[CH:24]([C:26]1[CH:31]=[CH:30][C:29]([O:32][CH3:33])=[CH:28][C:27]=1OS(C(F)(F)F)(=O)=O)=[O:25]. (6) Given the product [CH:6]1([C:4]([O:5][CH2:17][CH3:18])=[O:24])[C:11]2[C:10](=[CH:3][CH:2]=[CH:1][CH:12]=2)[CH2:9][CH2:8][CH2:7]1, predict the reactants needed to synthesize it. The reactants are: [CH2:1]1[CH2:12][C:11]2[C:6](=[CH:7][CH:8]=[CH:9][CH:10]=2)[C:4](=[O:5])[CH2:3][CH2:2]1.B(F)(F)F.[CH3:17][CH2:18]OCC.CC[OH:24]. (7) Given the product [Cl:2][C:3]1[C:8]([Cl:9])=[CH:7][CH:6]=[CH:5][C:4]=1[N:10]1[CH2:15][CH2:14][N:13]([CH2:21][CH2:20][CH2:19][CH2:18][OH:17])[CH2:12][CH2:11]1, predict the reactants needed to synthesize it. The reactants are: Cl.[Cl:2][C:3]1[C:8]([Cl:9])=[CH:7][CH:6]=[CH:5][C:4]=1[N:10]1[CH2:15][CH2:14][NH:13][CH2:12][CH2:11]1.C[O:17][C:18]1C=C[CH:21]=[CH:20][C:19]=1N1CCN(CCCCO)CC1. (8) The reactants are: [C:1](C1NC=CN=1)(C1NC=CN=1)=S.[CH3:13][O:14][C:15]1[CH:16]=[C:17]2[C:22](=[CH:23][C:24]=1[O:25][CH3:26])[N:21]=[CH:20][CH:19]=[C:18]2[O:27][C:28]1[CH:29]=[C:30]2[C:35](=[CH:36][CH:37]=1)[C:34]([NH2:38])=[CH:33][CH:32]=[CH:31]2.[NH2:39][C:40]1[CH:45]=[CH:44][CH:43]=[CH:42][C:41]=1[OH:46].C(Cl)CCl. Given the product [CH3:13][O:14][C:15]1[CH:16]=[C:17]2[C:22](=[CH:23][C:24]=1[O:25][CH3:26])[N:21]=[CH:20][CH:19]=[C:18]2[O:27][C:28]1[CH:29]=[C:30]2[C:35](=[CH:36][CH:37]=1)[C:34]([NH:38][C:1]1[O:46][C:41]3[CH:42]=[CH:43][CH:44]=[CH:45][C:40]=3[N:39]=1)=[CH:33][CH:32]=[CH:31]2, predict the reactants needed to synthesize it.